This data is from Reaction yield outcomes from USPTO patents with 853,638 reactions. The task is: Predict the reaction yield, written as a fraction of the theoretical maximum amount of product (1.0 means a 100% yield; for example, 0.34 means a 34% yield). The catalyst is C(Cl)Cl.CC([O-])=O.CC([O-])=O.CC([O-])=O.CC([O-])=O.[Rh+2].[Rh+2]. The yield is 0.310. The reactants are C(O)(=O)C.C(O)(=O)C.IC1C=CC=CC=1.[Cl:16][C:17]1[N:22]=[C:21]([N:23]2[CH2:28][CH2:27][O:26][CH2:25][C@H:24]2[CH3:29])[CH:20]=[C:19]([C:30]([S:33]([CH3:35])=[O:34])([CH3:32])[CH3:31])[N:18]=1.[O-2].[Mg+2].[F:38][C:39]([F:44])([F:43])[C:40]([NH2:42])=[O:41]. The product is [Cl:16][C:17]1[N:18]=[C:19]([C:30]([S:33]([CH3:35])(=[O:34])=[N:42][C:40](=[O:41])[C:39]([F:44])([F:43])[F:38])([CH3:32])[CH3:31])[CH:20]=[C:21]([N:23]2[CH2:28][CH2:27][O:26][CH2:25][C@H:24]2[CH3:29])[N:22]=1.